Task: Regression. Given two drug SMILES strings and cell line genomic features, predict the synergy score measuring deviation from expected non-interaction effect.. Dataset: NCI-60 drug combinations with 297,098 pairs across 59 cell lines (1) Drug 1: C1CCN(CC1)CCOC2=CC=C(C=C2)C(=O)C3=C(SC4=C3C=CC(=C4)O)C5=CC=C(C=C5)O. Drug 2: C1CN(CCN1C(=O)CCBr)C(=O)CCBr. Cell line: HCC-2998. Synergy scores: CSS=9.48, Synergy_ZIP=-3.11, Synergy_Bliss=-6.48, Synergy_Loewe=-7.21, Synergy_HSA=-8.16. (2) Drug 1: CC(CN1CC(=O)NC(=O)C1)N2CC(=O)NC(=O)C2. Cell line: MOLT-4. Synergy scores: CSS=51.5, Synergy_ZIP=0.899, Synergy_Bliss=-0.0113, Synergy_Loewe=-24.3, Synergy_HSA=-2.37. Drug 2: CN(C)C1=NC(=NC(=N1)N(C)C)N(C)C. (3) Drug 1: CCCS(=O)(=O)NC1=C(C(=C(C=C1)F)C(=O)C2=CNC3=C2C=C(C=N3)C4=CC=C(C=C4)Cl)F. Drug 2: C1CC(=O)NC(=O)C1N2CC3=C(C2=O)C=CC=C3N. Cell line: SF-295. Synergy scores: CSS=1.96, Synergy_ZIP=-3.03, Synergy_Bliss=-3.95, Synergy_Loewe=-3.47, Synergy_HSA=-3.25. (4) Drug 1: CCC1=CC2CC(C3=C(CN(C2)C1)C4=CC=CC=C4N3)(C5=C(C=C6C(=C5)C78CCN9C7C(C=CC9)(C(C(C8N6C)(C(=O)OC)O)OC(=O)C)CC)OC)C(=O)OC.C(C(C(=O)O)O)(C(=O)O)O. Drug 2: CC(C1=C(C=CC(=C1Cl)F)Cl)OC2=C(N=CC(=C2)C3=CN(N=C3)C4CCNCC4)N. Cell line: NCI-H460. Synergy scores: CSS=60.6, Synergy_ZIP=-1.55, Synergy_Bliss=-0.588, Synergy_Loewe=0.171, Synergy_HSA=-0.0889.